Dataset: Serine/threonine kinase 33 screen with 319,792 compounds. Task: Binary Classification. Given a drug SMILES string, predict its activity (active/inactive) in a high-throughput screening assay against a specified biological target. (1) The result is 0 (inactive). The compound is O(c1cc(NC(=O)c2nnccc2)ccc1)C. (2) The result is 0 (inactive). The compound is O(c1cc2c(n(c3c2cccc3)C)cc1)C. (3) The molecule is s1c(NC(=O)Cc2c(OC)cccc2)ncc1C. The result is 0 (inactive). (4) The drug is S1(=O)(=O)CC(N(C)C(=O)CSc2n(N)c(nn2)COc2c(F)cccc2)CC1. The result is 0 (inactive). (5) The drug is O=C1N(C(=O)CC1n1nc(cc1C)C)c1ccc(cc1)C. The result is 0 (inactive). (6) The compound is O(C(=O)C1(CC2CC2)CCN(CC1)Cc1ccc(cc1)C(OC)=O)CC. The result is 0 (inactive). (7) The compound is O(c1c(CCC)cc(CCC)cc1C(=O)N)CC=C. The result is 0 (inactive).